The task is: Predict which catalyst facilitates the given reaction.. This data is from Catalyst prediction with 721,799 reactions and 888 catalyst types from USPTO. Reactant: [Cl:1][C:2]1[N:10]=[C:9]2[C:5]([N:6]=[CH:7][N:8]2[CH:11]2[CH2:16][CH2:15][CH2:14][CH2:13][O:12]2)=[C:4]([CH:17]=[CH2:18])[N:3]=1.[NH:19]1[CH2:24][CH2:23][O:22][CH2:21][CH2:20]1. Product: [Cl:1][C:2]1[N:10]=[C:9]2[C:5]([N:6]=[CH:7][N:8]2[CH:11]2[CH2:16][CH2:15][CH2:14][CH2:13][O:12]2)=[C:4]([CH2:17][CH2:18][N:19]2[CH2:24][CH2:23][O:22][CH2:21][CH2:20]2)[N:3]=1. The catalyst class is: 2.